From a dataset of Forward reaction prediction with 1.9M reactions from USPTO patents (1976-2016). Predict the product of the given reaction. (1) Given the reactants C[O:2][C:3]1[CH:8]=[CH:7][CH:6]=[CH:5][C:4]=1[CH2:9][CH2:10][NH:11][S:12]([C:15]1[CH:20]=[CH:19][C:18]([CH3:21])=[CH:17][CH:16]=1)(=[O:14])=[O:13].FC1C=CC(OC2C=CC(S(NCCC3C=CC=CC=3O)(=O)=O)=CC=2)=CC=1, predict the reaction product. The product is: [OH:2][C:3]1[CH:8]=[CH:7][CH:6]=[CH:5][C:4]=1[CH2:9][CH2:10][NH:11][S:12]([C:15]1[CH:16]=[CH:17][C:18]([CH3:21])=[CH:19][CH:20]=1)(=[O:14])=[O:13]. (2) Given the reactants [CH3:1][O:2][C:3]1[CH:4]=[C:5]([NH2:15])[CH:6]=[CH:7][C:8]=1[N:9]1[CH:13]=[C:12]([CH3:14])[N:11]=[CH:10]1.[N:16]#[C:17][NH2:18].[N+:19]([O-:22])([OH:21])=[O:20], predict the reaction product. The product is: [N+:19]([O-:22])([OH:21])=[O:20].[N+:19]([O-:22])([OH:21])=[O:20].[CH3:1][O:2][C:3]1[CH:4]=[C:5]([NH:15][C:17]([NH2:18])=[NH:16])[CH:6]=[CH:7][C:8]=1[N:9]1[CH:13]=[C:12]([CH3:14])[N:11]=[CH:10]1. (3) The product is: [OH:1][C:2]1[C:11]([CH:12]([OH:15])[CH2:13][CH3:14])=[C:10]2[C:5]([C:6]([CH2:17][CH2:18][CH3:19])=[CH:7][C:8](=[O:16])[O:9]2)=[C:4]2[O:20][C:21]([CH3:25])([CH3:24])[CH:22]=[CH:23][C:3]=12. Given the reactants [OH:1][C:2]1[C:11]([C:12](=[O:15])[CH2:13][CH3:14])=[C:10]2[C:5]([C:6]([CH2:17][CH2:18][CH3:19])=[CH:7][C:8](=[O:16])[O:9]2)=[C:4]2[O:20][C:21]([CH3:25])([CH3:24])[CH:22]=[CH:23][C:3]=12.[BH4-].[Na+], predict the reaction product. (4) The product is: [F:18][C:2]([F:1])([F:17])[C:3]([C:9]1[CH:14]=[C:13]([CH3:15])[CH:12]=[CH:11][C:10]=1[I:16])([O:8][CH2:19][O:20][CH3:21])[C:4]([F:7])([F:6])[F:5]. Given the reactants [F:1][C:2]([F:18])([F:17])[C:3]([C:9]1[CH:14]=[C:13]([CH3:15])[CH:12]=[CH:11][C:10]=1[I:16])([OH:8])[C:4]([F:7])([F:6])[F:5].[CH3:19][O:20][CH2:21]Cl, predict the reaction product. (5) Given the reactants [Cl:1][C:2]1[S:6][C:5]([C:7](=[O:9])[CH3:8])=[CH:4][C:3]=1[N+:10]([O-:12])=[O:11].[CH3:13][NH:14][CH3:15].[CH2:16]=O.Cl, predict the reaction product. The product is: [Cl:1][C:2]1[S:6][C:5]([C:7](=[O:9])[CH2:8][CH2:13][N:14]([CH3:16])[CH3:15])=[CH:4][C:3]=1[N+:10]([O-:12])=[O:11].